Dataset: Catalyst prediction with 721,799 reactions and 888 catalyst types from USPTO. Task: Predict which catalyst facilitates the given reaction. (1) Reactant: [CH3:1][C:2]([CH3:8])([CH3:7])[C@H:3]([OH:6])[CH2:4][OH:5].N1C=CC=CC=1.[C:15]1([CH3:25])[CH:20]=[CH:19][C:18]([S:21](Cl)(=[O:23])=[O:22])=[CH:17][CH:16]=1. Product: [OH:6][C@@H:3]([C:2]([CH3:8])([CH3:7])[CH3:1])[CH2:4][O:5][S:21]([C:18]1[CH:19]=[CH:20][C:15]([CH3:25])=[CH:16][CH:17]=1)(=[O:23])=[O:22]. The catalyst class is: 4. (2) Reactant: [C:1]1(P(C2C=CC=CC=2)C2C=CC=CC=2)[CH:6]=CC=C[CH:2]=1.N(C(OCC)=O)=NC(OCC)=O.[OH:32][C:33]1[C:42]2[C:37](=[N:38][CH:39]=[CH:40][CH:41]=2)[N:36]([CH2:43][CH2:44][CH:45]([CH3:47])[CH3:46])[C:35](=[O:48])[C:34]=1[C:49]1[NH:54][C:53]2[CH:55]=[CH:56][C:57]([NH:59][S:60](=[O:73])(=[O:72])[NH:61][C:62]([O:64][CH2:65][C:66]3[CH:71]=[CH:70][CH:69]=[CH:68][CH:67]=3)=[O:63])=[CH:58][C:52]=2[S:51](=[O:75])(=[O:74])[N:50]=1.C(O)CC.Cl. Product: [OH:32][C:33]1[C:42]2[C:37](=[N:38][CH:39]=[CH:40][CH:41]=2)[N:36]([CH2:43][CH2:44][CH:45]([CH3:47])[CH3:46])[C:35](=[O:48])[C:34]=1[C:49]1[NH:54][C:53]2[CH:55]=[CH:56][C:57]([NH:59][S:60](=[O:73])(=[O:72])[N:61]([CH2:2][CH2:1][CH3:6])[C:62]([O:64][CH2:65][C:66]3[CH:71]=[CH:70][CH:69]=[CH:68][CH:67]=3)=[O:63])=[CH:58][C:52]=2[S:51](=[O:74])(=[O:75])[N:50]=1. The catalyst class is: 4. (3) Reactant: [C:1]1([CH2:7][CH:8]([OH:12])[C:9]([OH:11])=[O:10])[CH:6]=[CH:5][CH:4]=[CH:3][CH:2]=1.[C:13](Cl)(=[O:20])[C:14]1[CH:19]=[CH:18][CH:17]=[CH:16][CH:15]=1.C(N(CC)CC)C. Product: [C:13]([O:12][CH:8]([CH2:7][C:1]1[CH:6]=[CH:5][CH:4]=[CH:3][CH:2]=1)[C:9]([OH:11])=[O:10])(=[O:20])[C:14]1[CH:19]=[CH:18][CH:17]=[CH:16][CH:15]=1. The catalyst class is: 143. (4) Product: [CH3:23][C:22]1[N:28]=[CH:1][N:3]([C:4]2[CH:9]=[C:8]([N+:10]([O-:12])=[O:11])[CH:7]=[C:6]([C:13]#[N:14])[CH:5]=2)[C:24]=1[CH3:25]. Reactant: [CH:1]([NH:3][C:4]1[CH:9]=[C:8]([N+:10]([O-:12])=[O:11])[CH:7]=[C:6]([C:13]#[N:14])[CH:5]=1)=O.C(=O)([O-])[O-].[K+].[K+].Br[CH:22]([C:24](=O)[CH3:25])[CH3:23].C[N:28](C)C=O. The catalyst class is: 13. (5) Reactant: [F:1][C:2]1[CH:33]=[CH:32][C:5]([C:6](/[N:8]=[C:9]2\[NH:10][C:11]3[CH:29]=[CH:28][C:27]([CH2:30]O)=[CH:26][C:12]=3[N:13]\2[C@H:14]2[CH2:19][CH2:18][C@@H:17]([C:20](=[O:25])[NH:21][CH:22]([CH3:24])[CH3:23])[CH2:16][CH2:15]2)=[O:7])=[CH:4][CH:3]=1.S(Cl)(Cl)=O.Cl.[F:39][C:40]1([F:45])[CH2:44][CH2:43][NH:42][CH2:41]1.[H-].[Na+]. Product: [F:39][C:40]1([F:45])[CH2:44][CH2:43][N:42]([CH2:30][C:27]2[CH:28]=[CH:29][C:11]3[NH:10]/[C:9](=[N:8]\[C:6](=[O:7])[C:5]4[CH:4]=[CH:3][C:2]([F:1])=[CH:33][CH:32]=4)/[N:13]([C@H:14]4[CH2:15][CH2:16][C@@H:17]([C:20](=[O:25])[NH:21][CH:22]([CH3:23])[CH3:24])[CH2:18][CH2:19]4)[C:12]=3[CH:26]=2)[CH2:41]1. The catalyst class is: 643. (6) Reactant: Cl.[CH3:2][O:3][C:4]1[CH:5]=[C:6]2[C:11](=[CH:12][CH:13]=1)[CH2:10][NH:9][CH2:8][CH2:7]2.C(N(CC)CC)C.[F:21][C:22]([F:33])([F:32])[C:23](O[C:23](=[O:24])[C:22]([F:33])([F:32])[F:21])=[O:24]. Product: [F:21][C:22]([F:33])([F:32])[C:23]([N:9]1[CH2:8][CH2:7][C:6]2[C:11](=[CH:12][CH:13]=[C:4]([O:3][CH3:2])[CH:5]=2)[CH2:10]1)=[O:24]. The catalyst class is: 4. (7) The catalyst class is: 1. Product: [CH2:14]([N:9]1[CH:10]=[C:11]([CH3:12])[C@H:5]2[CH2:4][CH2:3][C@H:2]([CH3:1])[C@H:6]2[C:7]1=[O:8])[CH2:15][CH2:16][CH3:17]. Reactant: [CH3:1][CH:2]1[CH:6]2[C:7]([NH:9][CH:10]=[C:11]([CH3:12])[CH:5]2[CH2:4][CH2:3]1)=[O:8].I[CH2:14][CH2:15][CH2:16][CH3:17].